Dataset: NCI-60 drug combinations with 297,098 pairs across 59 cell lines. Task: Regression. Given two drug SMILES strings and cell line genomic features, predict the synergy score measuring deviation from expected non-interaction effect. (1) Synergy scores: CSS=11.0, Synergy_ZIP=-2.50, Synergy_Bliss=1.02, Synergy_Loewe=-0.687, Synergy_HSA=0.308. Drug 2: C1=NC2=C(N=C(N=C2N1C3C(C(C(O3)CO)O)O)F)N. Cell line: RXF 393. Drug 1: CS(=O)(=O)C1=CC(=C(C=C1)C(=O)NC2=CC(=C(C=C2)Cl)C3=CC=CC=N3)Cl. (2) Drug 1: CN(C(=O)NC(C=O)C(C(C(CO)O)O)O)N=O. Drug 2: C1CN(P(=O)(OC1)NCCCl)CCCl. Cell line: 786-0. Synergy scores: CSS=1.78, Synergy_ZIP=-0.570, Synergy_Bliss=0.309, Synergy_Loewe=1.25, Synergy_HSA=0.302.